This data is from Full USPTO retrosynthesis dataset with 1.9M reactions from patents (1976-2016). The task is: Predict the reactants needed to synthesize the given product. (1) Given the product [CH3:22][O:21][C:19]([C:4]1[C:3]([Cl:23])=[C:2]([NH2:1])[CH:7]=[C:6]([C:8]2[CH:13]=[C:12]([NH2:14])[C:11]([Cl:17])=[CH:10][C:9]=2[F:18])[N:5]=1)=[O:20], predict the reactants needed to synthesize it. The reactants are: [NH2:1][C:2]1[CH:7]=[C:6]([C:8]2[CH:13]=[C:12]([N+:14]([O-])=O)[C:11]([Cl:17])=[CH:10][C:9]=2[F:18])[N:5]=[C:4]([C:19]([O:21][CH3:22])=[O:20])[C:3]=1[Cl:23]. (2) Given the product [Cl:17][C:4]1[C:5](=[O:16])[N:6]([C:9]2[CH:14]=[CH:13][C:12]([F:15])=[CH:11][CH:10]=2)[N:7]([CH3:8])[C:3]=1[CH2:2][N:25]1[CH2:30][CH2:29][CH:28]([C:31]2[CH:36]=[C:35]([Cl:37])[CH:34]=[CH:33][C:32]=2[CH3:38])[CH2:27][CH2:26]1, predict the reactants needed to synthesize it. The reactants are: Br[CH2:2][C:3]1[N:7]([CH3:8])[N:6]([C:9]2[CH:14]=[CH:13][C:12]([F:15])=[CH:11][CH:10]=2)[C:5](=[O:16])[C:4]=1[Cl:17].C(OC([N:25]1[CH2:30][CH2:29][CH:28]([C:31]2[CH:36]=[C:35]([Cl:37])[CH:34]=[CH:33][C:32]=2[CH3:38])[CH2:27][CH2:26]1)=O)(C)(C)C.C(=O)([O-])[O-].[K+].[K+]. (3) Given the product [CH3:37][N:38]([CH3:43])[CH2:39][CH2:40][N:41]([CH3:42])[C:32](=[O:34])[C:31]1[CH:30]=[CH:29][C:28]([NH:27][C:25](=[O:26])[NH:24][C:21]2[CH:22]=[CH:23][C:18]([C:9]3[N:8]=[C:7]([N:3]4[CH2:4][CH2:5][O:60][CH2:2][CH2:1]4)[C:6]4[CH:16]=[CH:17][N:12]([CH2:13][CH3:14])[C:11]=4[N:10]=3)=[CH:19][CH:20]=2)=[CH:36][CH:35]=1, predict the reactants needed to synthesize it. The reactants are: [CH2:1]([N:3]1[C:7]2[N:8]=[C:9]([C:18]3[CH:23]=[CH:22][C:21]([NH:24][C:25]([NH:27][C:28]4[CH:36]=[CH:35][C:31]([C:32]([OH:34])=O)=[CH:30][CH:29]=4)=[O:26])=[CH:20][CH:19]=3)[N:10]=[C:11]([N:12]3[CH2:17][CH2:16]O[CH2:14][CH2:13]3)[C:6]=2[CH:5]=[CH:4]1)[CH3:2].[CH3:37][N:38]([CH3:43])[CH2:39][CH2:40][NH:41][CH3:42].CCN(CC)CC.C1C=CC2N([OH:60])N=NC=2C=1.CCN=C=NCCCN(C)C. (4) Given the product [CH:1]1([C:4]2[CH:24]=[C:7]3[C:8]([CH2:14][CH2:15][C:16]4[CH:17]=[CH:18][N:19]=[CH:20][CH:21]=4)=[CH:9][CH:10]=[C:11]([O:12][CH3:13])[N:6]3[N:5]=2)[CH2:3][CH2:2]1, predict the reactants needed to synthesize it. The reactants are: [CH:1]1([C:4]2[CH:24]=[C:7]3[C:8]([CH:14]=[CH:15][C:16]4[C:21](Cl)=[CH:20][N:19]=[CH:18][C:17]=4Cl)=[CH:9][CH:10]=[C:11]([O:12][CH3:13])[N:6]3[N:5]=2)[CH2:3][CH2:2]1. (5) Given the product [CH2:28]([N:35]([CH2:43][CH2:44][O:8][C:5]1[CH:6]=[CH:7][C:2]([I:1])=[CH:3][CH:4]=1)[C:36](=[O:42])[O:37][C:38]([CH3:39])([CH3:40])[CH3:41])[C:29]1[CH:34]=[CH:33][CH:32]=[CH:31][CH:30]=1, predict the reactants needed to synthesize it. The reactants are: [I:1][C:2]1[CH:7]=[CH:6][C:5]([OH:8])=[CH:4][CH:3]=1.C1(P(C2C=CC=CC=2)C2C=CC=CC=2)C=CC=CC=1.[CH2:28]([N:35]([CH2:43][CH2:44]O)[C:36](=[O:42])[O:37][C:38]([CH3:41])([CH3:40])[CH3:39])[C:29]1[CH:34]=[CH:33][CH:32]=[CH:31][CH:30]=1.N(C(OCC)=O)=NC(OCC)=O. (6) Given the product [CH3:1][O:2][C:3]1[CH:8]=[CH:7][C:6]([N+:9]([O-:11])=[O:10])=[CH:5][C:4]=1[O:12][CH2:20][CH2:19][OH:21], predict the reactants needed to synthesize it. The reactants are: [CH3:1][O:2][C:3]1[CH:8]=[CH:7][C:6]([N+:9]([O-:11])=[O:10])=[CH:5][C:4]=1[OH:12].C([O-])([O-])=O.[K+].[K+].[C:19](OCCBr)(=[O:21])[CH3:20].[NH4+].[Cl-].CO[Na]. (7) The reactants are: CN1CCOCC1.[CH:8]1([CH2:13][C@H:14]([CH2:35][N:36]([CH:45]=[O:46])[O:37][CH2:38][C:39]2[CH:44]=[CH:43][CH:42]=[CH:41][CH:40]=2)[C:15]([N:17]2[C@H:21]([C:22](O)=[O:23])[CH2:20][CH2:19][N:18]2[C:25]([O:27][CH2:28][C:29]2[CH:34]=[CH:33][CH:32]=[CH:31][CH:30]=2)=[O:26])=[O:16])[CH2:12][CH2:11][CH2:10][CH2:9]1.COC1N=C(OC)N=C([N+]2(C)CCOCC2)N=1.[CH3:64][C@@H:65]1[CH2:70][N:69]([CH3:71])[CH2:68][CH2:67][N:66]1[C:72]1[N:77]=[CH:76][N:75]=[C:74]([NH2:78])[CH:73]=1. Given the product [CH:8]1([CH2:13][C@H:14]([CH2:35][N:36]([CH:45]=[O:46])[O:37][CH2:38][C:39]2[CH:40]=[CH:41][CH:42]=[CH:43][CH:44]=2)[C:15]([N:17]2[C@H:21]([C:22]([NH:78][C:74]3[CH:73]=[C:72]([N:66]4[CH2:67][CH2:68][N:69]([CH3:71])[CH2:70][C@H:65]4[CH3:64])[N:77]=[CH:76][N:75]=3)=[O:23])[CH2:20][CH2:19][N:18]2[C:25]([O:27][CH2:28][C:29]2[CH:34]=[CH:33][CH:32]=[CH:31][CH:30]=2)=[O:26])=[O:16])[CH2:12][CH2:11][CH2:10][CH2:9]1, predict the reactants needed to synthesize it. (8) Given the product [CH2:1]([C:3]1[CH:8]=[CH:7][C:6]([CH2:9][C:10]2[CH:11]=[N:12][N:13]([C@@H:31]3[O:48][C@H:47]([CH2:49][O:50][C:51](=[O:53])[CH3:52])[C@@H:42]([O:43][C:44](=[O:46])[CH3:45])[C@H:37]([O:38][C:39](=[O:41])[CH3:40])[C@H:32]3[O:33][C:34](=[O:36])[CH3:35])[CH:14]=2)=[CH:5][CH:4]=1)[CH3:2], predict the reactants needed to synthesize it. The reactants are: [CH2:1]([C:3]1[CH:8]=[CH:7][C:6]([CH2:9][C:10]2[CH:11]=[N:12][NH:13][CH:14]=2)=[CH:5][CH:4]=1)[CH3:2].C/C(/O[Si](C)(C)C)=N\[Si](C)(C)C.C(O[C@@H:31]1[O:48][C@H:47]([CH2:49][O:50][C:51](=[O:53])[CH3:52])[C@@H:42]([O:43][C:44](=[O:46])[CH3:45])[C@H:37]([O:38][C:39](=[O:41])[CH3:40])[C@H:32]1[O:33][C:34](=[O:36])[CH3:35])(=O)C.FC(F)(F)S(O[Si](C)(C)C)(=O)=O. (9) The reactants are: FC(F)(F)[C:3]1([C:7]([OH:9])=O)[CH2:6][CH2:5][CH2:4]1.O=S(Cl)Cl.[Cl:16][C:17]1[CH:18]=[CH:19][C:20]([C@:23]([C:32]2[CH:37]=[C:36]([O:38][C:39]([F:44])([F:43])[CH:40]([F:42])[F:41])[CH:35]=[C:34]([F:45])[CH:33]=2)([NH2:31])[CH2:24][C:25]2[CH:30]=[CH:29][CH:28]=[CH:27][CH:26]=2)=[N:21][CH:22]=1. Given the product [Cl:16][C:17]1[CH:18]=[CH:19][C:20]([C:23]([NH:31][C:7]([CH:3]2[CH2:4][CH2:5][CH2:6]2)=[O:9])([C:32]2[CH:37]=[C:36]([O:38][C:39]([F:43])([F:44])[CH:40]([F:42])[F:41])[CH:35]=[C:34]([F:45])[CH:33]=2)[CH2:24][C:25]2[CH:30]=[CH:29][CH:28]=[CH:27][CH:26]=2)=[N:21][CH:22]=1, predict the reactants needed to synthesize it.